Task: Predict which catalyst facilitates the given reaction.. Dataset: Catalyst prediction with 721,799 reactions and 888 catalyst types from USPTO (1) Reactant: [C:1]([C:5]1[CH:9]=[C:8]([CH2:10][NH2:11])[N:7]([C:12]2[CH:17]=[CH:16][C:15](F)=[C:14]([Cl:19])[CH:13]=2)[N:6]=1)([CH3:4])([CH3:3])[CH3:2].ClC(N(C)C)=C(C)C.[F:28][C:29]1[CH:30]=[C:31]([CH:39]([CH3:43])[C:40](O)=[O:41])[CH:32]=[CH:33][C:34]=1[S:35]([CH3:38])(=[O:37])=[O:36].C(N(C(C)C)C(C)C)C. Product: [C:1]([C:5]1[CH:9]=[C:8]([CH2:10][NH:11][C:40](=[O:41])[CH:39]([C:31]2[CH:32]=[CH:33][C:34]([S:35]([CH3:38])(=[O:36])=[O:37])=[C:29]([F:28])[CH:30]=2)[CH3:43])[N:7]([C:12]2[CH:17]=[CH:16][CH:15]=[C:14]([Cl:19])[CH:13]=2)[N:6]=1)([CH3:4])([CH3:3])[CH3:2]. The catalyst class is: 2. (2) Product: [N:1]1([CH2:6][CH2:7][CH:8]2[CH2:16][CH2:15][CH2:14][C:13]3[NH:12][CH:11]=[CH:10][C:9]2=3)[CH2:2][CH2:3][CH2:4][CH2:5]1. Reactant: [N:1]1([C:6](=O)[CH2:7][CH:8]2[CH2:16][CH2:15][CH2:14][C:13]3[N:12](S(C4C=CC(C)=CC=4)(=O)=O)[CH:11]=[CH:10][C:9]2=3)[CH2:5][CH2:4][CH2:3][CH2:2]1.[H-].[Al+3].[Li+].[H-].[H-].[H-]. The catalyst class is: 1.